From a dataset of Peptide-MHC class I binding affinity with 185,985 pairs from IEDB/IMGT. Regression. Given a peptide amino acid sequence and an MHC pseudo amino acid sequence, predict their binding affinity value. This is MHC class I binding data. (1) The peptide sequence is QSAGFAAGL. The MHC is HLA-A02:03 with pseudo-sequence HLA-A02:03. The binding affinity (normalized) is 0.594. (2) The peptide sequence is LRSKIIQKPY. The MHC is Mamu-B17 with pseudo-sequence Mamu-B17. The binding affinity (normalized) is 0.138. (3) The peptide sequence is CWCNLTSTW. The MHC is HLA-A23:01 with pseudo-sequence HLA-A23:01. The binding affinity (normalized) is 0.419. (4) The peptide sequence is RRPGNKTVLP. The MHC is HLA-B27:05 with pseudo-sequence HLA-B27:05. The binding affinity (normalized) is 0.105. (5) The peptide sequence is PRFGSCYFL. The MHC is HLA-A01:01 with pseudo-sequence HLA-A01:01. The binding affinity (normalized) is 0.0847. (6) The peptide sequence is LGFLFHYL. The MHC is H-2-Db with pseudo-sequence H-2-Db. The binding affinity (normalized) is 0.419. (7) The binding affinity (normalized) is 0.205. The peptide sequence is IVFGIYKDNL. The MHC is HLA-A02:01 with pseudo-sequence HLA-A02:01. (8) The peptide sequence is TSFGPLVRK. The MHC is HLA-A68:01 with pseudo-sequence HLA-A68:01. The binding affinity (normalized) is 0.820. (9) The peptide sequence is GEYRSGNNL. The MHC is HLA-A02:03 with pseudo-sequence HLA-A02:03. The binding affinity (normalized) is 0.0847.